This data is from Full USPTO retrosynthesis dataset with 1.9M reactions from patents (1976-2016). The task is: Predict the reactants needed to synthesize the given product. (1) Given the product [OH:42][C@H:32]([C:33]1[CH:38]=[CH:37][C:36]([OH:39])=[C:35]([CH2:40][OH:41])[CH:34]=1)[CH2:31][NH:9][CH2:10][CH2:11][CH2:12][CH2:13][CH2:14][CH2:15][O:16][CH2:17][CH2:18][CH2:19][CH2:20][C:21]1[CH:22]=[C:23]([S:27]([NH2:30])(=[O:29])=[O:28])[CH:24]=[CH:25][CH:26]=1, predict the reactants needed to synthesize it. The reactants are: Cl.C([N:9]([CH2:31][C@H:32]([OH:42])[C:33]1[CH:38]=[CH:37][C:36]([OH:39])=[C:35]([CH2:40][OH:41])[CH:34]=1)[CH2:10][CH2:11][CH2:12][CH2:13][CH2:14][CH2:15][O:16][CH2:17][CH2:18][CH2:19][CH2:20][C:21]1[CH:22]=[C:23]([S:27]([NH2:30])(=[O:29])=[O:28])[CH:24]=[CH:25][CH:26]=1)C1C=CC=CC=1.C(N(C[C@@H](C1C=CC2OC(C)(C)OCC=2C=1)O)CCCCCCOCCCCC1C=C(S(N)(=O)=O)C=CC=1)C1C=CC=CC=1. (2) Given the product [CH2:8]([N:7]1[C:2]2[N:1]=[C:23]([CH2:25][C:26]3[CH:27]=[CH:28][C:29]([NH:32][C:33]([C:35]4[N:39]=[CH:38][N:37]([C:40]([C:53]5[CH:58]=[CH:57][CH:56]=[CH:55][CH:54]=5)([C:47]5[CH:48]=[CH:49][CH:50]=[CH:51][CH:52]=5)[C:41]5[CH:42]=[CH:43][CH:44]=[CH:45][CH:46]=5)[N:36]=4)=[O:34])=[CH:30][CH:31]=3)[NH:22][C:3]=2[C:4](=[O:21])[N:5]([CH2:13][C:14]2[CH:19]=[CH:18][CH:17]=[CH:16][C:15]=2[F:20])[C:6]1=[O:12])[CH2:9][CH2:10][CH3:11], predict the reactants needed to synthesize it. The reactants are: [NH2:1][C:2]1[N:7]([CH2:8][CH2:9][CH2:10][CH3:11])[C:6](=[O:12])[N:5]([CH2:13][C:14]2[CH:19]=[CH:18][CH:17]=[CH:16][C:15]=2[F:20])[C:4](=[O:21])[C:3]=1[NH:22][C:23]([CH2:25][C:26]1[CH:31]=[CH:30][C:29]([NH:32][C:33]([C:35]2[N:39]=[CH:38][N:37]([C:40]([C:53]3[CH:58]=[CH:57][CH:56]=[CH:55][CH:54]=3)([C:47]3[CH:52]=[CH:51][CH:50]=[CH:49][CH:48]=3)[C:41]3[CH:46]=[CH:45][CH:44]=[CH:43][CH:42]=3)[N:36]=2)=[O:34])=[CH:28][CH:27]=1)=O.[OH-].[Na+].Cl. (3) Given the product [CH3:33][C:34]([OH:36])([CH3:37])[CH2:35][N:3]1[C:4]([C:13]2[CH:14]=[CH:15][C:16]([O:17][CH2:18][C:19]3[CH:28]=[CH:27][C:26]4[C:21](=[CH:22][CH:23]=[CH:24][CH:25]=4)[N:20]=3)=[CH:29][CH:30]=2)=[C:5]([C:7]2[CH:12]=[CH:11][N:10]=[CH:9][CH:8]=2)[CH:6]=[N:2]1, predict the reactants needed to synthesize it. The reactants are: C[N:2]1[CH:6]=[C:5]([C:7]2[CH:12]=[CH:11][N:10]=[CH:9][CH:8]=2)[C:4]([C:13]2[CH:30]=[CH:29][C:16]([O:17][CH2:18][C:19]3[CH:28]=[CH:27][C:26]4[C:21](=[CH:22][CH:23]=[CH:24][CH:25]=4)[N:20]=3)=[CH:15][CH:14]=2)=[N:3]1.N([CH2:33][C:34]([CH3:37])([OH:36])[CH3:35])N. (4) Given the product [F:54][C:52]1([F:55])[CH2:53][CH:50]([C:48]#[C:49][C:27]2[CH:28]=[C:29]([C@@H:33]3[C@@H:37]([C:38]4[CH:43]=[CH:42][C:41]([F:44])=[C:40]([F:45])[C:39]=4[F:46])[O:36][C:35](=[O:47])[NH:34]3)[CH:30]=[N:31][CH:32]=2)[CH2:51]1, predict the reactants needed to synthesize it. The reactants are: CN(C)CC#CC1C=C([C@@H]2[C@@H](C3C=CC=C(F)C=3)OC(=O)N2)C=NC=1.Br[C:27]1[CH:28]=[C:29]([C@@H:33]2[C@@H:37]([C:38]3[CH:43]=[CH:42][C:41]([F:44])=[C:40]([F:45])[C:39]=3[F:46])[O:36][C:35](=[O:47])[NH:34]2)[CH:30]=[N:31][CH:32]=1.[C:48]([CH:50]1[CH2:53][C:52]([F:55])([F:54])[CH2:51]1)#[CH:49]. (5) Given the product [CH:40]1([NH:41][C:6](=[O:8])[C:5]2[CH:9]=[CH:10][C:2]([CH3:1])=[C:3]([C:11]3[CH:12]=[C:13]4[C:18](=[CH:19][CH:20]=3)[C:17]([CH:21]([CH3:26])[C:22]([F:23])([F:24])[F:25])=[N:16][N:15]=[CH:14]4)[CH:4]=2)[CH2:38][CH2:39]1, predict the reactants needed to synthesize it. The reactants are: [CH3:1][C:2]1[CH:10]=[CH:9][C:5]([C:6]([OH:8])=O)=[CH:4][C:3]=1[C:11]1[CH:12]=[C:13]2[C:18](=[CH:19][CH:20]=1)[C:17]([CH:21]([CH3:26])[C:22]([F:25])([F:24])[F:23])=[N:16][N:15]=[CH:14]2.CN(C(ON1N=NC2[CH:38]=[CH:39][CH:40]=[N:41]C1=2)=[N+](C)C)C.F[P-](F)(F)(F)(F)F.C1(N)CC1. (6) The reactants are: [CH2:1]([O:8][CH2:9][N:10]1[C:15](=[O:16])[C:14]([Br:17])=[N:13][N:12]([CH2:18][C:19](F)(F)C2C=CC=CC=2)[C:11]1=[O:28])[C:2]1[CH:7]=[CH:6][CH:5]=[CH:4][CH:3]=1.[N:29]1(CCO)[C:33]2=[N:34][CH:35]=[CH:36][CH:37]=[C:32]2[CH:31]=[CH:30]1. Given the product [N:29]1([CH2:19][CH2:18][N:12]2[C:11](=[O:28])[N:10]([CH2:9][O:8][CH2:1][C:2]3[CH:3]=[CH:4][CH:5]=[CH:6][CH:7]=3)[C:15](=[O:16])[C:14]([Br:17])=[N:13]2)[C:33]2=[N:34][CH:35]=[CH:36][CH:37]=[C:32]2[CH:31]=[CH:30]1, predict the reactants needed to synthesize it.